Dataset: Reaction yield outcomes from USPTO patents with 853,638 reactions. Task: Predict the reaction yield, written as a fraction of the theoretical maximum amount of product (1.0 means a 100% yield; for example, 0.34 means a 34% yield). (1) The reactants are [CH2:1]([O:8][NH:9][C:10](=[O:29])[CH2:11][C@H:12]([C:22]1[O:23][CH:24]=[C:25]([CH:27]=O)[N:26]=1)[CH2:13][CH2:14][CH2:15][CH:16]1[CH2:21][CH2:20][CH2:19][CH2:18][CH2:17]1)[C:2]1[CH:7]=[CH:6][CH:5]=[CH:4][CH:3]=1.[CH:30]1([NH2:35])[CH2:34][CH2:33][CH2:32][CH2:31]1. No catalyst specified. The product is [CH2:1]([O:8][NH:9][C:10](=[O:29])[CH2:11][C@H:12]([C:22]1[O:23][CH:24]=[C:25]([CH2:27][NH:35][CH:30]2[CH2:34][CH2:33][CH2:32][CH2:31]2)[N:26]=1)[CH2:13][CH2:14][CH2:15][CH:16]1[CH2:17][CH2:18][CH2:19][CH2:20][CH2:21]1)[C:2]1[CH:7]=[CH:6][CH:5]=[CH:4][CH:3]=1. The yield is 0.480. (2) The reactants are [CH2:1]([NH:8][CH:9]1[CH2:14][CH2:13][CH:12]([C:15]2[CH:16]=[C:17]3[C:23]([C:24](=[O:34])[CH2:25][C:26]4[CH:31]=[CH:30][CH:29]=[C:28]([F:32])[C:27]=4[F:33])=[CH:22][NH:21][C:18]3=[N:19][CH:20]=2)[CH2:11][CH2:10]1)[C:2]1[CH:7]=[CH:6][CH:5]=[CH:4][CH:3]=1.C(O[CH:40](N(C)C)[N:41](C)C)(C)(C)C.Cl.NO.C([O-])(=O)C.[Na+]. The catalyst is C1COCC1. The product is [CH2:1]([NH:8][CH:9]1[CH2:14][CH2:13][C:12]([C:15]2[CH:16]=[C:17]3[C:23]([C:24]4[O:34][N:41]=[CH:40][C:25]=4[C:26]4[CH:31]=[CH:30][CH:29]=[C:28]([F:32])[C:27]=4[F:33])=[CH:22][NH:21][C:18]3=[N:19][CH:20]=2)=[CH:11][CH2:10]1)[C:2]1[CH:7]=[CH:6][CH:5]=[CH:4][CH:3]=1. The yield is 0.384. (3) The reactants are [Cl:1][C:2]1[C:7]([NH:8][C:9](=O)[CH2:10][CH3:11])=[C:6]([CH3:13])[CH:5]=[C:4]([C:14](=[O:18])[CH:15]([CH3:17])[CH3:16])[N:3]=1.P(Cl)(Cl)(Cl)(Cl)[Cl:20]. The catalyst is C(Cl)Cl. The product is [Cl:1][C:2]1[C:7]([N:8]=[C:9]([Cl:20])[CH2:10][CH3:11])=[C:6]([CH3:13])[CH:5]=[C:4]([C:14](=[O:18])[CH:15]([CH3:17])[CH3:16])[N:3]=1. The yield is 1.00.